This data is from Catalyst prediction with 721,799 reactions and 888 catalyst types from USPTO. The task is: Predict which catalyst facilitates the given reaction. (1) Reactant: N1C=CC=CC=1.[CH3:7][C:8]1([CH3:16])[O:15][C:13](=[O:14])[CH2:12][C:10](=[O:11])[O:9]1.[C:17](Cl)(=[O:31])[CH2:18][CH2:19][CH2:20][CH2:21][CH2:22][CH2:23][CH2:24][CH2:25][CH2:26][CH2:27][CH2:28][CH2:29]C. Product: [OH:31][C:17](=[C:12]1[C:13](=[O:14])[O:15][C:8]([CH3:16])([CH3:7])[O:9][C:10]1=[O:11])[CH2:18][CH2:19][CH2:20][CH2:21][CH2:22][CH2:23][CH2:24][CH2:25][CH2:26][CH2:27][CH2:28][CH3:29]. The catalyst class is: 2. (2) Reactant: I.[CH2:2]([N:6]1[CH:10]=[C:9]([C:11]([CH3:14])([CH3:13])[CH3:12])[S:8][C:7]1=[NH:15])[CH2:3][CH2:4][CH3:5].[C:16]1([N:26]=[C:27](OCC)[CH2:28][CH3:29])[C:25]2[C:20](=[CH:21][CH:22]=[CH:23][CH:24]=2)[CH:19]=[CH:18][CH:17]=1. Product: [CH2:2]([N:6]1[CH:10]=[C:9]([C:11]([CH3:14])([CH3:13])[CH3:12])[S:8]/[C:7]/1=[N:15]\[C:27](=[N:26][C:16]1[C:25]2[C:20](=[CH:21][CH:22]=[CH:23][CH:24]=2)[CH:19]=[CH:18][CH:17]=1)[CH2:28][CH3:29])[CH2:3][CH2:4][CH3:5]. The catalyst class is: 51.